The task is: Predict the product of the given reaction.. This data is from Forward reaction prediction with 1.9M reactions from USPTO patents (1976-2016). (1) Given the reactants [OH:1][C@@H:2]([C@H:4]1[C:24](=[O:25])[N:6]2[C:7]([C:21]([O-:23])=[O:22])=[C:8]([S:11]/[CH:12]=[CH:13]\[C:14]3[S:18][CH:17]=[N:16][C:15]=3[CH2:19][OH:20])[C@H:9]([CH3:10])[C@H:5]12)[CH3:3].[Na+].[CH2:27]([O:32][C:33]([O:35][CH2:36]I)=[O:34])[C:28]([CH3:31])([CH3:30])[CH3:29], predict the reaction product. The product is: [OH:1][C@@H:2]([C@H:4]1[C:24](=[O:25])[N:6]2[C:7]([C:21]([O:23][CH2:36][O:35][C:33]([O:32][CH2:27][C:28]([CH3:31])([CH3:30])[CH3:29])=[O:34])=[O:22])=[C:8]([S:11]/[CH:12]=[CH:13]\[C:14]3[S:18][CH:17]=[N:16][C:15]=3[CH2:19][OH:20])[C@H:9]([CH3:10])[C@H:5]12)[CH3:3]. (2) Given the reactants [CH3:1][CH:2]([CH3:13])[CH:3]([C:7]1[CH:12]=[CH:11][CH:10]=[CH:9][N:8]=1)[C:4]([OH:6])=O.C1C2C(COC([NH:31][C@@H:32]3[CH:40]4[C:41](=[O:55])[CH2:42][C@H:43]([C:45]([O:47][CH2:48][C:49]5[CH:54]=[CH:53][CH:52]=[CH:51][CH:50]=5)=[O:46])[CH2:44][N:38]5[C:39]4=[C:35]([CH:36]=[CH:37]5)[CH2:34][CH2:33]3)=O)C3C(=CC=CC=3)C=2C=CC=1, predict the reaction product. The product is: [CH3:13][CH:2]([CH3:1])[C@H:3]([C:7]1[CH:12]=[CH:11][CH:10]=[CH:9][N:8]=1)[C:4]([NH:31][C@@H:32]1[CH:40]2[C:41](=[O:55])[CH2:42][C@H:43]([C:45]([O:47][CH2:48][C:49]3[CH:50]=[CH:51][CH:52]=[CH:53][CH:54]=3)=[O:46])[CH2:44][N:38]3[C:39]2=[C:35]([CH:36]=[CH:37]3)[CH2:34][CH2:33]1)=[O:6]. (3) Given the reactants [F:1][C:2]([F:21])([C:7]1[CH:8]=[C:9]2[C:14](=[CH:15][CH:16]=1)[C:13]([CH3:18])([CH3:17])[CH2:12][CH2:11][C:10]2([CH3:20])[CH3:19])[C:3]([O:5]C)=[O:4].O.[OH-].[Na+], predict the reaction product. The product is: [F:1][C:2]([F:21])([C:7]1[CH:8]=[C:9]2[C:14](=[CH:15][CH:16]=1)[C:13]([CH3:17])([CH3:18])[CH2:12][CH2:11][C:10]2([CH3:20])[CH3:19])[C:3]([OH:5])=[O:4].